The task is: Predict which catalyst facilitates the given reaction.. This data is from Catalyst prediction with 721,799 reactions and 888 catalyst types from USPTO. (1) Reactant: [OH:1][C:2]1[CH:3]=[C:4]2[C:9](=[CH:10][CH:11]=1)[CH:8]=[C:7]([CH:12]=[O:13])[CH:6]=[CH:5]2.C([O-])([O-])=O.[K+].[K+].Br[CH2:21][CH2:22][CH2:23][CH2:24][C:25]([O:27][CH2:28][CH3:29])=[O:26]. Product: [CH2:28]([O:27][C:25](=[O:26])[CH2:24][CH2:23][CH2:22][CH2:21][O:1][C:2]1[CH:11]=[CH:10][C:9]2[C:4](=[CH:5][CH:6]=[C:7]([CH:12]=[O:13])[CH:8]=2)[CH:3]=1)[CH3:29]. The catalyst class is: 3. (2) Reactant: C([O:3][C:4](=O)[CH2:5][O:6][C@@H:7]([C:21]1[CH:26]=[CH:25][CH:24]=[C:23]([F:27])[C:22]=1[C:28]1[CH:33]=[CH:32][CH:31]=[C:30]([CH3:34])[CH:29]=1)[C@@H:8]1[O:13][CH2:12][CH2:11][N:10]([C:14]([O:16][C:17]([CH3:20])([CH3:19])[CH3:18])=[O:15])[CH2:9]1)C.[BH4-].[Na+]. Product: [F:27][C:23]1[C:22]([C:28]2[CH:33]=[CH:32][CH:31]=[C:30]([CH3:34])[CH:29]=2)=[C:21]([C@H:7]([O:6][CH2:5][CH2:4][OH:3])[C@@H:8]2[O:13][CH2:12][CH2:11][N:10]([C:14]([O:16][C:17]([CH3:18])([CH3:19])[CH3:20])=[O:15])[CH2:9]2)[CH:26]=[CH:25][CH:24]=1. The catalyst class is: 5. (3) Product: [CH2:14]([O:16][CH2:17][O:13][CH:1]1[CH2:12][CH2:11][CH2:10][CH:9]=[CH:8][CH2:7][CH2:6][CH:5]=[CH:4][CH2:3][CH2:2]1)[CH3:15]. The catalyst class is: 237. Reactant: [CH:1]1([OH:13])[CH2:12][CH2:11][CH2:10][CH:9]=[CH:8][CH2:7][CH2:6][CH:5]=[CH:4][CH2:3][CH2:2]1.[CH2:14]([O:16][CH2:17]OCC)[CH3:15].[Br-].[Li+].O.C1(C)C(S(O)(=O)=O)=CC=CC=1. (4) Reactant: [NH2:1][C:2]1[N:3]=[C:4]([Cl:30])[C:5]2=[C:6]([N:8]([CH2:22][C:23]3[CH:24]=[N:25][N:26]([CH3:29])[C:27]=3[CH3:28])[C:9](=[O:21])/[C:10]/2=[CH:11]\[C:12]2[NH:16][CH:15]=[C:14]([C:17](O)=[O:18])[C:13]=2[CH3:20])[N:7]=1.F[P-](F)(F)(F)(F)F.N1(O[P+](N(C)C)(N(C)C)N(C)C)C2C=CC=CC=2N=N1.CCN(C(C)C)C(C)C.[CH2:67]([N:69]([CH2:73][CH3:74])[CH2:70][CH2:71][NH2:72])[CH3:68]. Product: [NH2:1][C:2]1[N:3]=[C:4]([Cl:30])[C:5]2=[C:6]([N:8]([CH2:22][C:23]3[CH:24]=[N:25][N:26]([CH3:29])[C:27]=3[CH3:28])[C:9](=[O:21])/[C:10]/2=[CH:11]\[C:12]2[NH:16][CH:15]=[C:14]([C:17]([NH:72][CH2:71][CH2:70][N:69]([CH2:73][CH3:74])[CH2:67][CH3:68])=[O:18])[C:13]=2[CH3:20])[N:7]=1. The catalyst class is: 3.